Dataset: Experimentally validated miRNA-target interactions with 360,000+ pairs, plus equal number of negative samples. Task: Binary Classification. Given a miRNA mature sequence and a target amino acid sequence, predict their likelihood of interaction. (1) The miRNA is hsa-miR-384 with sequence AUUCCUAGAAAUUGUUCAUA. The protein sequence of the target gene is MAGKKVLIVYAHQEPKSFNGSLKNVAVDELSRQGCTVTVSDLYAMNLEPRATDKDITGTLSNPEVFNYGVETHEAYKQRSLASDITDEQKKVREADLVIFQFPLYWFSVPAILKGWMDRVLCQGFAFDIPGFYDSGLLQGKLALLSVTTGGTAEMYTKTGVNGDSRYFLWPLQHGTLHFCGFKVLAPQISFAPEIASEEERKGMVAAWSQRLQTIWKEEPIPCTAHWHFGQ. Result: 0 (no interaction). (2) The miRNA is hsa-miR-32-5p with sequence UAUUGCACAUUACUAAGUUGCA. The protein sequence of the target gene is MAEETGQSKLAAAKKKFKEYWQRNRPGVPAAAKRNTKANGSSPETAASGGCHSSEASSSASSSLHARQSPCQEQAAVLNSRSIKISRLNDTIKSLKQQKKQVEHQLEEEKKANNEKQKAERELEGQIQRLNTEKKKLNTDLYHMKHSLRYFEEESKDLAGRLQRSSQRIGELEWSLCAVAATQKKKPDGFSSRSKALLKRQLEQSIREQILLKGHVTQLKESLKEVQLERDQYAEQIKGERAQWQQRMRKMSQEVCTLKEEKKHDTHRVEELERSLSRLKNQMAEPLPPDAPAVSSEVEL.... Result: 1 (interaction).